From a dataset of Full USPTO retrosynthesis dataset with 1.9M reactions from patents (1976-2016). Predict the reactants needed to synthesize the given product. Given the product [Br:22][CH2:15][C:14]1[C:3]2[C:4](=[N:5][C:6]3[C:11]([C:2]=2[Cl:1])=[CH:10][CH:9]=[CH:8][CH:7]=3)[N:12]([C:16]2[CH:21]=[CH:20][CH:19]=[CH:18][N:17]=2)[N:13]=1, predict the reactants needed to synthesize it. The reactants are: [Cl:1][C:2]1[C:11]2[C:6](=[CH:7][CH:8]=[CH:9][CH:10]=2)[N:5]=[C:4]2[N:12]([C:16]3[CH:21]=[CH:20][CH:19]=[CH:18][N:17]=3)[N:13]=[C:14]([CH3:15])[C:3]=12.[Br:22]N1C(=O)CCC1=O.N(C(C)(C)C#N)=NC(C)(C)C#N.